The task is: Predict the reactants needed to synthesize the given product.. This data is from Full USPTO retrosynthesis dataset with 1.9M reactions from patents (1976-2016). (1) Given the product [F:34][C:33]([F:36])([F:35])[C:31]1[CH:30]=[C:5]([CH:4]=[C:3]([C:2]([F:37])([F:1])[F:38])[CH:32]=1)[CH2:6][N:7]([CH2:14][C:15]1[C:16]([N:21]([CH2:24][CH:25]2[CH2:29][CH2:28][CH2:27][CH2:26]2)[CH2:22][CH3:23])=[N:17][CH:18]=[C:19]([Br:39])[CH:20]=1)[C:8]1[N:9]=[N:10][N:11]([CH3:13])[N:12]=1, predict the reactants needed to synthesize it. The reactants are: [F:1][C:2]([F:38])([F:37])[C:3]1[CH:4]=[C:5]([CH:30]=[C:31]([C:33]([F:36])([F:35])[F:34])[CH:32]=1)[CH2:6][N:7]([CH2:14][C:15]1[C:16]([N:21]([CH2:24][CH:25]2[CH2:29][CH2:28][CH2:27][CH2:26]2)[CH2:22][CH3:23])=[N:17][CH:18]=[CH:19][CH:20]=1)[C:8]1[N:9]=[N:10][N:11]([CH3:13])[N:12]=1.[Br:39]N1C(=O)CCC1=O. (2) Given the product [CH2:7]([O:6][C:3](=[O:5])/[CH:4]=[CH:9]\[O-:10])[CH3:8].[Na+:2], predict the reactants needed to synthesize it. The reactants are: [H-].[Na+:2].[C:3]([O:6][CH2:7][CH3:8])(=[O:5])[CH3:4].[CH:9](OCC)=[O:10]. (3) Given the product [Cl:1][C:2]1[CH:3]=[C:4]([C:8]2[N:12]3[N:13]=[C:14]([NH:17][CH:18]4[CH2:19][CH2:20][C:21](=[O:22])[CH2:26][CH2:27]4)[CH:15]=[CH:16][C:11]3=[N:10][CH:9]=2)[CH:5]=[CH:6][CH:7]=1, predict the reactants needed to synthesize it. The reactants are: [Cl:1][C:2]1[CH:3]=[C:4]([C:8]2[N:12]3[N:13]=[C:14]([NH:17][CH:18]4[CH2:27][CH2:26][C:21]5(OCC[O:22]5)[CH2:20][CH2:19]4)[CH:15]=[CH:16][C:11]3=[N:10][CH:9]=2)[CH:5]=[CH:6][CH:7]=1.Cl.CCOC(C)=O.C([O-])(O)=O.[Na+]. (4) Given the product [CH:22]1([NH:29][C:20]2[O:8][CH2:9][C:10]3[CH:15]=[C:14]([N+:16]([O-:18])=[O:17])[CH:13]=[CH:12][C:11]=3[N:19]=2)[CH2:28][CH2:27][CH2:26][CH2:25][CH2:24][CH2:23]1, predict the reactants needed to synthesize it. The reactants are: C([Si]([O:8][CH2:9][C:10]1[CH:15]=[C:14]([N+:16]([O-:18])=[O:17])[CH:13]=[CH:12][C:11]=1[N:19]=[C:20]=S)(C)C)(C)(C)C.[CH:22]1([NH2:29])[CH2:28][CH2:27][CH2:26][CH2:25][CH2:24][CH2:23]1.